From a dataset of Retrosynthesis with 50K atom-mapped reactions and 10 reaction types from USPTO. Predict the reactants needed to synthesize the given product. The reactants are: CCOC(=O)c1cncnc1Cl.Oc1cc(Cl)ccc1Cl. Given the product CCOC(=O)c1cncnc1Oc1cc(Cl)ccc1Cl, predict the reactants needed to synthesize it.